From a dataset of Catalyst prediction with 721,799 reactions and 888 catalyst types from USPTO. Predict which catalyst facilitates the given reaction. (1) Product: [CH3:15][O:14][C:1](=[O:13])[C:2]1[CH:12]=[C:9]([O:10][CH3:11])[C:7]([O:8][CH2:27][C:25]([O:24][CH2:23][CH3:22])=[O:26])=[C:4]([O:5][CH3:6])[CH:3]=1. Reactant: [C:1]([O:14][CH3:15])(=[O:13])[C:2]1[CH:12]=[C:9]([O:10][CH3:11])[C:7]([OH:8])=[C:4]([O:5][CH3:6])[CH:3]=1.C([O-])([O-])=O.[K+].[K+].[CH3:22][CH2:23][O:24][C:25]([CH2:27]Br)=[O:26]. The catalyst class is: 21. (2) Reactant: [NH2:1][C:2]1[C:7]2[N:8]([C:11]3[CH:16]=[CH:15][CH:14]=[CH:13][CH:12]=3)[CH:9]=[N:10][C:6]=2[CH:5]=[C:4]([C:17]([F:20])([F:19])[F:18])[CH:3]=1.[C:21](Cl)(=[O:28])[C:22]1[CH:27]=[CH:26][CH:25]=[CH:24][CH:23]=1.C(N(CC)CC)C. Product: [C:21]([NH:1][C:2]1[C:7]2[N:8]([C:11]3[CH:16]=[CH:15][CH:14]=[CH:13][CH:12]=3)[CH:9]=[N:10][C:6]=2[CH:5]=[C:4]([C:17]([F:20])([F:19])[F:18])[CH:3]=1)(=[O:28])[C:22]1[CH:27]=[CH:26][CH:25]=[CH:24][CH:23]=1. The catalyst class is: 7. (3) Reactant: [O:1]=[C:2]1[NH:6][N:5]=[C:4]([CH2:7][C@@H:8]2[CH2:12][CH2:11][N:10](C(OC(C)(C)C)=O)[CH2:9]2)[N:3]1[C:20]1[CH:25]=[CH:24][C:23]([C:26]2[CH:35]=[C:34]3[C:29]([CH:30]=[CH:31][CH:32]=[N:33]3)=[CH:28][CH:27]=2)=[CH:22][CH:21]=1.[ClH:36]. Product: [ClH:36].[NH:10]1[CH2:11][CH2:12][C@@H:8]([CH2:7][C:4]2[N:3]([C:20]3[CH:21]=[CH:22][C:23]([C:26]4[CH:35]=[C:34]5[C:29]([CH:30]=[CH:31][CH:32]=[N:33]5)=[CH:28][CH:27]=4)=[CH:24][CH:25]=3)[C:2](=[O:1])[NH:6][N:5]=2)[CH2:9]1. The catalyst class is: 12.